Dataset: Retrosynthesis with 50K atom-mapped reactions and 10 reaction types from USPTO. Task: Predict the reactants needed to synthesize the given product. (1) Given the product N#CC[C@H](O)COCc1ccccc1, predict the reactants needed to synthesize it. The reactants are: C[Si](C)(C)O[C@@H](CC#N)COCc1ccccc1. (2) Given the product COCCNc1c(-c2ccccc2)c(C(C)N2C(=O)c3ccccc3C2=O)nc2ccc(F)cc12, predict the reactants needed to synthesize it. The reactants are: CC(c1nc2ccc(F)cc2c(Cl)c1-c1ccccc1)N1C(=O)c2ccccc2C1=O.COCCN. (3) Given the product COC(=O)c1ccc(Oc2ccc([N+](=O)[O-])cn2)cc1, predict the reactants needed to synthesize it. The reactants are: COC(=O)c1ccc(O)cc1.O=[N+]([O-])c1ccc(Cl)nc1. (4) Given the product COC(=O)[C@H]1CC[C@H]2[C@@H]3CCC4=C[C@@H](O)CC[C@]4(C)[C@H]3C(=O)C[C@]12C, predict the reactants needed to synthesize it. The reactants are: COC(=O)[C@H]1CC[C@H]2[C@@H]3CCC4=CC(=O)CC[C@]4(C)[C@H]3C(=O)C[C@]12C. (5) Given the product COCC(=O)N[C@H]1CC[C@H](NC(=O)c2c(C)[nH]c3c(-c4ccc(F)cc4OCC4CC4)ncnc23)CC1, predict the reactants needed to synthesize it. The reactants are: COCC(=O)Cl.Cc1[nH]c2c(-c3ccc(F)cc3OCC3CC3)ncnc2c1C(=O)N[C@H]1CC[C@H](N)CC1.